From a dataset of Reaction yield outcomes from USPTO patents with 853,638 reactions. Predict the reaction yield, written as a fraction of the theoretical maximum amount of product (1.0 means a 100% yield; for example, 0.34 means a 34% yield). (1) The reactants are NN.CC([CH2:7][N:8]([CH2:12][CH:13]([N:21]1C(=O)C2C(=CC=CC=2)C1=O)[CH2:14][C:15]1[CH:20]=[CH:19][CH:18]=[CH:17][CH:16]=1)[C:9](=[O:11])[O-:10])(C)C. The catalyst is C1COCC1.CO. The product is [NH2:21][CH:13]([CH2:14][C:15]1[CH:16]=[CH:17][CH:18]=[CH:19][CH:20]=1)[CH2:12][N:8]([CH3:7])[C:9](=[O:11])[O:10][C:15]([CH3:20])([CH3:16])[CH3:14]. The yield is 0.880. (2) The reactants are [CH2:1]([C:3]1[C:8](=[O:9])[NH:7][C:6]([CH3:10])=[C:5]([C:11]2[S:15][C:14]([S:16](Cl)(=[O:18])=[O:17])=[CH:13][CH:12]=2)[CH:4]=1)[CH3:2].[NH2:20][CH2:21][CH:22]([C:24]1[CH:29]=[CH:28][CH:27]=[CH:26][CH:25]=1)[OH:23]. No catalyst specified. The product is [OH:23][CH:22]([C:24]1[CH:29]=[CH:28][CH:27]=[CH:26][CH:25]=1)[CH2:21][NH:20][S:16]([C:14]1[S:15][C:11]([C:5]2[CH:4]=[C:3]([CH2:1][CH3:2])[C:8](=[O:9])[NH:7][C:6]=2[CH3:10])=[CH:12][CH:13]=1)(=[O:18])=[O:17]. The yield is 0.580. (3) The reactants are [F:1][C:2]1[CH:3]=[C:4]([CH2:12][C:13]([O:15]C(C)(C)C)=[O:14])[CH:5]=[C:6]([F:11])[C:7]=1[N+:8]([O-:10])=[O:9].C(O)(C(F)(F)F)=O. The catalyst is C(Cl)Cl. The product is [F:1][C:2]1[CH:3]=[C:4]([CH2:12][C:13]([OH:15])=[O:14])[CH:5]=[C:6]([F:11])[C:7]=1[N+:8]([O-:10])=[O:9]. The yield is 0.860. (4) The reactants are [Br:1][C:2]1[CH:11]=[C:10]([C:12]([NH:14][N:15]=[C:16]([C:18]2[C:22]([OH:23])=[C:21]([C:24]3[CH:29]=[CH:28][C:27]([C:30]([CH3:33])([CH3:32])[CH3:31])=[CH:26][CH:25]=3)[N:20]([CH3:34])[N:19]=2)[CH3:17])=[O:13])[CH:9]=[CH:8][C:3]=1[C:4]([O:6]C)=[O:5].CO.[OH-].[Na+].Cl. The catalyst is C1COCC1.O. The product is [Br:1][C:2]1[CH:11]=[C:10]([C:12]([NH:14][N:15]=[C:16]([C:18]2[C:22]([OH:23])=[C:21]([C:24]3[CH:25]=[CH:26][C:27]([C:30]([CH3:33])([CH3:32])[CH3:31])=[CH:28][CH:29]=3)[N:20]([CH3:34])[N:19]=2)[CH3:17])=[O:13])[CH:9]=[CH:8][C:3]=1[C:4]([OH:6])=[O:5]. The yield is 0.740. (5) The reactants are [CH3:1][O:2][C:3](=[O:19])[CH2:4][P:5]([O:13][CH2:14][C:15]([F:18])([F:17])[F:16])([O:7][CH2:8][C:9]([F:12])([F:11])[F:10])=[O:6].C[Si]([N-][Si](C)(C)C)(C)C.[Na+].Br[CH2:31][C:32]([CH3:55])=[CH:33][CH2:34][C:35]1[C:43]([O:44][CH2:45][CH2:46][Si:47]([CH3:50])([CH3:49])[CH3:48])=[C:42]2[C:38]([CH2:39][O:40][C:41]2=[O:51])=[C:37]([CH3:52])[C:36]=1[O:53][CH3:54].[Cl-].[NH4+]. The catalyst is C1COCC1.CCOC(C)=O. The product is [CH3:1][O:2][C:3](=[O:19])[CH:4]([P:5]([O:7][CH2:8][C:9]([F:12])([F:10])[F:11])([O:13][CH2:14][C:15]([F:18])([F:16])[F:17])=[O:6])[CH2:31][C:32]([CH3:55])=[CH:33][CH2:34][C:35]1[C:43]([O:44][CH2:45][CH2:46][Si:47]([CH3:50])([CH3:48])[CH3:49])=[C:42]2[C:38](=[C:37]([CH3:52])[C:36]=1[O:53][CH3:54])[CH2:39][O:40][C:41]2=[O:51]. The yield is 0.480.